From a dataset of Catalyst prediction with 721,799 reactions and 888 catalyst types from USPTO. Predict which catalyst facilitates the given reaction. (1) Reactant: [CH3:1][C@@H:2]1[CH2:7][N:6]([C:8]2[CH:13]=[CH:12][C:11]([NH:14][C:15]3[N:16]=[CH:17][C:18]4[CH:23]=[CH:22][N:21]([CH2:24][C:25]5[CH:30]=[CH:29][CH:28]=[CH:27][C:26]=5[N:31]([CH3:36])[S:32]([CH3:35])(=[O:34])=[O:33])[C:19]=4[N:20]=3)=[CH:10][CH:9]=2)[CH2:5][CH2:4][N:3]1C(OC(C)(C)C)=O.C(O)(C(F)(F)F)=O. Product: [CH3:36][N:31]([C:26]1[CH:27]=[CH:28][CH:29]=[CH:30][C:25]=1[CH2:24][N:21]1[C:19]2[N:20]=[C:15]([NH:14][C:11]3[CH:12]=[CH:13][C:8]([N:6]4[CH2:5][CH2:4][NH:3][C@H:2]([CH3:1])[CH2:7]4)=[CH:9][CH:10]=3)[N:16]=[CH:17][C:18]=2[CH:23]=[CH:22]1)[S:32]([CH3:35])(=[O:33])=[O:34]. The catalyst class is: 2. (2) Reactant: [N:1]([CH2:4][C@@H:5]1[C@@H:9](O)[CH2:8][N:7]([C:11]([O:13][CH2:14][C:15]2[CH:20]=[CH:19][CH:18]=[CH:17][CH:16]=2)=[O:12])[CH2:6]1)=[N+:2]=[N-:3].N12CCCN=C1CCCCC2.[F:32]C(F)(S(F)(=O)=O)C(F)(F)C(F)(F)C(F)(F)C(F)(F)C(F)(F)C(F)(F)C(F)(F)F. Product: [N:1]([CH2:4][C@@H:5]1[C@H:9]([F:32])[CH2:8][N:7]([C:11]([O:13][CH2:14][C:15]2[CH:20]=[CH:19][CH:18]=[CH:17][CH:16]=2)=[O:12])[CH2:6]1)=[N+:2]=[N-:3]. The catalyst class is: 11. (3) Reactant: C1(C)C=CC=CC=1.C[Mg]Cl.[CH3:11][C:12]([OH:15])([CH3:14])[CH3:13].[Cl:16][C:17]1[N:22]=C(C(OC)=O)[CH:20]=[CH:19][N:18]=1. Product: [Cl:16][C:17]1[N:22]=[C:11]([C:12]([OH:15])([CH3:14])[CH3:13])[CH:20]=[CH:19][N:18]=1. The catalyst class is: 49. (4) Reactant: [CH2:1]([O:8][C:9]1[CH:17]=[C:16]2[C:12]([C:13](CCC(O)=O)=[N:14][N:15]2[CH:18]2[CH2:23][CH2:22][CH2:21][CH2:20][O:19]2)=[CH:11][CH:10]=1)[C:2]1[CH:7]=[CH:6][CH:5]=[CH:4][CH:3]=1.[CH2:29]([N:31](CC)[CH2:32]C)C.[C:36](Cl)(=[O:41])[C:37](C)(C)[CH3:38].CNC.C1COCC1. Product: [CH2:1]([O:8][C:9]1[CH:17]=[C:16]2[C:12]([CH:13]=[N:14][N:15]2[CH:18]2[CH2:23][CH2:22][CH2:21][CH2:20][O:19]2)=[CH:11][CH:10]=1)[C:2]1[CH:3]=[CH:4][CH:5]=[CH:6][CH:7]=1.[CH3:29][N:31]([CH3:32])[C:36](=[O:41])[CH2:37][CH3:38]. The catalyst class is: 20.